This data is from B-cell epitopes from IEDB database with 3,159 antigens for binding position prediction. The task is: Token-level Classification. Given an antigen amino acid sequence, predict which amino acid positions are active epitope sites capable of antibody binding. Output is a list of indices for active positions. (1) Given the antigen sequence: MSLLTEVETPTRSEWECRCSDSSDPLVIAANIIGILHLILWITDRLFFKCIYRRFKYGLKRGPSTEGVPESMREEYQQEQQSAVDVDDGHFVNIELE, which amino acid positions are active epitope sites? The epitope positions are: [0, 1, 2, 3, 4, 5, 6, 7, 8, 9, 10, 11, 12, 13, 14, 15, 16, 17, 18, 19... (24 total positions)]. The amino acids at these positions are: MSLLTEVETPTRSEWECRCSDSSD. (2) Given the antigen sequence: MPLRASEHAYRPLGPGTPPMRARLPAAAWVGVGTIIGGVVIIAALVLVPSRASWALSPCDSGWHEFNLGCISWDPTPMEHEQAVGGCSAPATLIPRAAAKQLAAVARVQSARSSGYWWVSGDGIRARLRLVDGVGGIDQFCEEPALRICYYPRSPGGFVQFVTSTRNALGLP, which amino acid positions are active epitope sites? The epitope positions are: [155, 156, 157, 158, 159, 160, 161, 162, 163, 164, 165, 166, 167]. The amino acids at these positions are: GGFVQFVTSTRNA. (3) Given the antigen sequence: MKGACVLVLLWAALLLISGGNCEICPAVKRDVDLFLTGTPDEYVEQVAQYKALPVVLENARILKNCVDAKMTEEDKENALSVLDKIYTSPLC, which amino acid positions are active epitope sites? The epitope positions are: [22, 23, 24, 25, 26, 27, 28, 29, 30, 31, 32, 33, 34, 35, 36, 37]. The amino acids at these positions are: EICPAVKRDVDLFLTG. (4) Given the antigen sequence: MKKISSAILLTTFFVFINCKSQVADKDDPTNKFYQSVIQLGNGFLDVFTSFGGLVAEAFGFKSDPKKSDVKTYFTTVAAKLEKTKTDLNSLPKEKSDISSTTGKPDSTGSVGTAVEGAIKEVSELLDKLVKAVKTAEGASSGTAAIGEVVADADAAKVADKASVKGIAKGIKEIVEAAGGSEKLKAVAAAKGENNKGAGKLFGKAGAAAHGDSEAASKAAGAVSAVSGEQILSAIVTAADAAEQDGKKPEEAKNPIAAAIGDKDGGAEFGQDEMKKDDQIAAAIALRGMAKDGKFAVKDGEKEKAEGAIKGAAESAVRKVLGAITGLIGDAVSSGLRKVGDSVKAASKETPPALNK, which amino acid positions are active epitope sites? The epitope positions are: [105, 106, 107, 108, 109, 110, 111, 112, 113, 114, 115, 116, 117, 118]. The amino acids at these positions are: DSTGSVGTAVEGAI. (5) Given the antigen sequence: MFSRKKRELMKTPSISKKNRAGSPSPQPSGELPRKDGADAVFPGPSLEPPAGSSGVKATGTLKRPTSLSRHASAAGFPLSGAASWTLGRSHRSPLTAASPGELPTEGAGPDVVEDISHLLADVARFAEGLEKLKECVLHDDLLEARRPRAHECLGEALRVMHQIISKYPLLNTVETLTAAGTLIAKVKAFHYESNNDLEKQEFEKALETIAVAFSSTVSEFLMGEVDSSTLLAVPPGDSSQSMESLYGPGSEGTPPSLDDCDAGCLPAEEVDVLLQRCEGGVDAALLYAKNMAKYMKDLISYLEKRTTLEMEFAKGLQKIAHNCRQSVMQEPHMPLLSIYSLALEQDLEFGHSMVQAVGTLQTQTFMQPLTLRRLEHEKRRKEIKEAWHRAQRKLQEAESNLRKAKQGYVQRCEDHDKARFLVAKAEEEQAGSAPGAGGTATKTLDKRRRLEEEAKNKAEEAMATYRTCVADAKTQKQELEDTKVTALRQIQEVIRQSDQ..., which amino acid positions are active epitope sites? The epitope positions are: [136, 137, 138, 139, 140, 141, 142, 143, 144]. The amino acids at these positions are: VLHDDLLEA. (6) The epitope positions are: [135, 136, 137, 138, 139, 140, 141, 142, 143, 144, 145, 146, 147, 148, 149, 150, 151, 152, 153, 154]. The amino acids at these positions are: EQLKGQGKSRLGDLYEEEMR. Given the antigen sequence: MSTRSVSSSSYRRMFGGPGTASRPSSSRSYVTTSTRTYSLGSALRPSTSRSLYASSPGGVYATRSSAVRLRSSVPGVRLLQDSVDFSLADAINTEFKNTRTNEKVELQELNDRFANYIDKVRFLEQQNKILLAELEQLKGQGKSRLGDLYEEEMRELRRQVDQLTNDKARVEVERDNLAEDIMRLREKLQEEMLQREEAENTLQSFRQDVDNASLARLDLERKVESLQEEIAFLKKLHEEEIQELQAQIQEQHVQIDVDVSKPDLTAALRDVRQQYESVAAKNLQEAEEWYKSKFADLSEAANRNNDALRQAKQESTEYRRQVQSLTCEVDALKGTNESLERQMREMEENFAVEAANYQDTIGRLQDEIQNMKEEMARHLREYQDLLNVKMALDIEIATYRKLLEGEESRISLPLPNFSSLNLRETNLDSLPLVDTHSKRTLLIKTVETRDGQVINETSQHHDDLE, which amino acid positions are active epitope sites? (7) Given the antigen sequence: NRGKDLIGVQNLLKKHQALQAEIAGHEPRIKAVTQKGNAMVEEGHFAAEDVKAKLHELNQKWEALKAKASQRRQDLEDSLQAQQYFADANEAESWMREKEPIVGSTDYGKDEDSAEALLKKHEALMSDLSAYGSSIQALREQAQSCRQQVAPTDDETGKELVLALYDYQEKSPREVTMKKGDILTLLNSTNKDWWKVEVNDRQGFVPAAYVKKLDPAQSASRENLLEEQGSIALRQEQIDNQTRITKEAGSVSLRMKQVEELYHSLLELGEKRKGMLEKSCKKFMLFREANELQQWINEKEAALTSEEVGADLEQVEVLQKKFDDFQKDLKANESRLKDINKVAEDLESEGLMAEEVQAVQQQEVYGMMPRDETDSKTASPWKSARLMVHTVATFNSIKELNERWRSLQQLAEERSQLLGSAHEVQRFHRDADETKEWIEEKNQALNTDNYGHDLASVQALQRKHEGFERDLAALGDKVNSLGETAERLIQSHPESAEDL..., which amino acid positions are active epitope sites? The epitope positions are: [474, 475, 476, 477, 478, 479, 480, 481, 482, 483, 484, 485, 486, 487, 488]. The amino acids at these positions are: LGDKVNSLGETAERL.